From a dataset of Reaction yield outcomes from USPTO patents with 853,638 reactions. Predict the reaction yield, written as a fraction of the theoretical maximum amount of product (1.0 means a 100% yield; for example, 0.34 means a 34% yield). (1) The reactants are C[O:2][C:3]([C:5]1[S:6][C:7]([C:37]2[CH:42]=[CH:41][CH:40]=[CH:39][CH:38]=2)=[CH:8][C:9]=1[N:10]([C:27](=[O:36])[C:28]1[CH:33]=[CH:32][C:31]([Cl:34])=[CH:30][C:29]=1[Cl:35])[CH2:11][C:12]1[O:13][C:14]([C:17]2[CH:22]=[CH:21][CH:20]=[C:19]([C:23]([F:26])([F:25])[F:24])[CH:18]=2)=[CH:15][CH:16]=1)=[O:4].[OH-].[Li+].Cl. The catalyst is C1COCC1.O. The product is [Cl:35][C:29]1[CH:30]=[C:31]([Cl:34])[CH:32]=[CH:33][C:28]=1[C:27]([N:10]([CH2:11][C:12]1[O:13][C:14]([C:17]2[CH:22]=[CH:21][CH:20]=[C:19]([C:23]([F:24])([F:25])[F:26])[CH:18]=2)=[CH:15][CH:16]=1)[C:9]1[CH:8]=[C:7]([C:37]2[CH:38]=[CH:39][CH:40]=[CH:41][CH:42]=2)[S:6][C:5]=1[C:3]([OH:4])=[O:2])=[O:36]. The yield is 0.760. (2) The reactants are [N:1]([C@@H:4]([C@@H:37]([C:44]1[CH:49]=[CH:48][C:47]([Cl:50])=[CH:46][CH:45]=1)[CH:38]1[CH2:43][CH2:42][O:41][CH2:40][CH2:39]1)[C:5]([NH:7][C:8]1[CH:35]=[CH:34][CH:33]=[C:32]([F:36])[C:9]=1[CH2:10][CH2:11][C@@H:12]1[N:17]([S:18]([CH:21]2[CH2:23][CH2:22]2)(=[O:20])=[O:19])[C@@H:16]([CH3:24])[CH2:15][N:14]([C:25]([O:27][C:28]([CH3:31])([CH3:30])[CH3:29])=[O:26])[CH2:13]1)=[O:6])=[N+]=[N-].CP(C)C. The catalyst is CCOC(C)=O.O. The product is [NH2:1][C@@H:4]([C@@H:37]([C:44]1[CH:49]=[CH:48][C:47]([Cl:50])=[CH:46][CH:45]=1)[CH:38]1[CH2:39][CH2:40][O:41][CH2:42][CH2:43]1)[C:5]([NH:7][C:8]1[CH:35]=[CH:34][CH:33]=[C:32]([F:36])[C:9]=1[CH2:10][CH2:11][C@@H:12]1[N:17]([S:18]([CH:21]2[CH2:23][CH2:22]2)(=[O:20])=[O:19])[C@@H:16]([CH3:24])[CH2:15][N:14]([C:25]([O:27][C:28]([CH3:31])([CH3:30])[CH3:29])=[O:26])[CH2:13]1)=[O:6]. The yield is 0.950. (3) The reactants are [O:1]1[CH:5]=[CH:4][CH:3]=[C:2]1[C:6]1[CH:11]=[C:10]([CH3:12])[CH:9]=[C:8]([CH3:13])[C:7]=1[OH:14]. The catalyst is CO.[C].[Pd]. The product is [CH3:13][C:8]1[CH:9]=[C:10]([CH3:12])[CH:11]=[C:6]([CH:2]2[CH2:3][CH2:4][CH2:5][O:1]2)[C:7]=1[OH:14]. The yield is 0.980. (4) The reactants are [C:1](=[O:13])(SC)[O:2][CH:3]([O:5][C:6](=[O:10])[CH:7]([CH3:9])[CH3:8])[CH3:4].O[N:15]1[C:19](=[O:20])[CH2:18][CH2:17][C:16]1=[O:21].C(OO)(=[O:24])C.C(O)(=O)C. The catalyst is C(Cl)Cl.CCOCC. The product is [C:6]([O:5][CH:3]([O:2][C:1]([O:13][CH:17]1[CH2:18][C:19](=[O:20])[NH:15][C:16]1=[O:21])=[O:24])[CH3:4])(=[O:10])[CH:7]([CH3:9])[CH3:8]. The yield is 0.770. (5) The reactants are [Cl:1][C:2]1[CH:10]=[CH:9][C:5]([C:6]([OH:8])=O)=[C:4]([NH:11][C:12]2[C:17]([Cl:18])=[CH:16][N:15]=[C:14]([NH:19][C:20]3[N:24]([CH:25]([CH3:27])[CH3:26])[N:23]=[C:22]([CH3:28])[CH:21]=3)[CH:13]=2)[CH:3]=1.C1C=CC2[N:37]([OH:38])N=NC=2C=1.[CH2:39](Cl)CCl.CCN(C(C)C)C(C)C. The catalyst is CN(C)C=O.C(O)(=O)C.O. The product is [Cl:1][C:2]1[CH:10]=[CH:9][C:5]([C:6]([NH:37][O:38][CH3:39])=[O:8])=[C:4]([NH:11][C:12]2[C:17]([Cl:18])=[CH:16][N:15]=[C:14]([NH:19][C:20]3[N:24]([CH:25]([CH3:27])[CH3:26])[N:23]=[C:22]([CH3:28])[CH:21]=3)[CH:13]=2)[CH:3]=1. The yield is 0.291. (6) The catalyst is O1CCCC1.O. The yield is 0.880. The reactants are [C:1]([O:5][C:6]([C:8]1([C:14]2[CH:23]=[CH:22][C:17]([C:18]([O:20]C)=[O:19])=[CH:16][CH:15]=2)[CH2:13][CH2:12][CH2:11][CH2:10][CH2:9]1)=[O:7])([CH3:4])([CH3:3])[CH3:2].[Li+].[OH-].O. The product is [C:1]([O:5][C:6]([C:8]1([C:14]2[CH:15]=[CH:16][C:17]([C:18]([OH:20])=[O:19])=[CH:22][CH:23]=2)[CH2:13][CH2:12][CH2:11][CH2:10][CH2:9]1)=[O:7])([CH3:4])([CH3:2])[CH3:3].